From a dataset of TCR-epitope binding with 47,182 pairs between 192 epitopes and 23,139 TCRs. Binary Classification. Given a T-cell receptor sequence (or CDR3 region) and an epitope sequence, predict whether binding occurs between them. The epitope is RQLLFVVEV. The TCR CDR3 sequence is CSASDNGQGSYEQYF. Result: 0 (the TCR does not bind to the epitope).